From a dataset of Reaction yield outcomes from USPTO patents with 853,638 reactions. Predict the reaction yield, written as a fraction of the theoretical maximum amount of product (1.0 means a 100% yield; for example, 0.34 means a 34% yield). (1) The reactants are C([O:5][C:6](=[O:45])[C:7]([O:10]/[N:11]=[C:12](/[C:32]1[N:33]=[C:34]([NH:37]C(OC(C)(C)C)=O)[S:35][CH:36]=1)\[C:13]([NH:15][C@@H:16]1[C:19](=[O:20])[N:18]([S:21]([OH:24])(=[O:23])=[O:22])[C@@H:17]1[CH2:25][N:26]1[C:30]([CH3:31])=[N:29][N:28]=[N:27]1)=[O:14])([CH3:9])[CH3:8])(C)(C)C.C(O)(C(F)(F)F)=O. The catalyst is C(Cl)Cl. The product is [NH2:37][C:34]1[S:35][CH:36]=[C:32](/[C:12](=[N:11]/[O:10][C:7]([CH3:9])([CH3:8])[C:6]([OH:45])=[O:5])/[C:13]([NH:15][C@@H:16]2[C:19](=[O:20])[N:18]([S:21]([OH:24])(=[O:22])=[O:23])[C@@H:17]2[CH2:25][N:26]2[C:30]([CH3:31])=[N:29][N:28]=[N:27]2)=[O:14])[N:33]=1. The yield is 0.110. (2) The product is [CH2:1]([N:8]1[CH2:12][C@@H:11]([C:13]2[CH:14]=[CH:15][CH:16]=[CH:17][CH:18]=2)[C@H:10]([NH:19][CH3:20])[CH2:9]1)[C:2]1[CH:3]=[CH:4][CH:5]=[CH:6][CH:7]=1. The catalyst is C1COCC1.O. The reactants are [CH2:1]([N:8]1[CH2:12][CH:11]([C:13]2[CH:18]=[CH:17][CH:16]=[CH:15][CH:14]=2)[CH:10]([NH2:19])[CH2:9]1)[C:2]1[CH:7]=[CH:6][CH:5]=[CH:4][CH:3]=1.[C:20]([O-])([O-])=O.[K+].[K+].ClC(OCC)=O.B. The yield is 0.820. (3) The reactants are Cl.Cl.Cl.[O:4]1[C:8]2=[C:9]([N:13]3[CH2:18][CH2:17][N:16]([CH2:19][CH2:20][C@H:21]4[CH2:26][CH2:25][C@H:24]([NH2:27])[CH2:23][CH2:22]4)[CH2:15][CH2:14]3)[N:10]=[CH:11][CH:12]=[C:7]2[CH2:6][CH2:5]1.C(N(CC)CC)C.[CH3:35][S:36](Cl)(=[O:38])=[O:37].[OH-].[Na+]. The catalyst is ClCCl. The product is [O:4]1[C:8]2=[C:9]([N:13]3[CH2:18][CH2:17][N:16]([CH2:19][CH2:20][C@H:21]4[CH2:26][CH2:25][C@H:24]([NH:27][S:36]([CH3:35])(=[O:38])=[O:37])[CH2:23][CH2:22]4)[CH2:15][CH2:14]3)[N:10]=[CH:11][CH:12]=[C:7]2[CH2:6][CH2:5]1. The yield is 0.660. (4) The reactants are [Br:1][C:2]1[CH:3]=[C:4]([CH2:9][CH2:10][C:11]#[N:12])[CH:5]=[CH:6][C:7]=1[F:8].CO.C([Cl:18])(=O)C.[NH3:19]. The catalyst is C1(C)C=CC=CC=1. The product is [ClH:18].[Br:1][C:2]1[CH:3]=[C:4]([CH2:9][CH2:10][C:11](=[NH:19])[NH2:12])[CH:5]=[CH:6][C:7]=1[F:8]. The yield is 0.930. (5) The reactants are FC(F)(F)S(O[CH2:7][C@H:8]([CH3:11])[CH2:9][F:10])(=O)=O.[CH3:14][C:15]1([CH3:41])[NH:27][CH:26]([C:28]2[CH:33]=[CH:32][C:31](/[CH:34]=[CH:35]/[C:36]([O:38][CH3:39])=[O:37])=[CH:30][C:29]=2[F:40])[C:18]2[NH:19][C:20]3[C:25]([C:17]=2[CH2:16]1)=[CH:24][CH:23]=[CH:22][CH:21]=3.C(N(C(C)C)C(C)C)C. The catalyst is O1CCOCC1. The product is [F:40][C:29]1[CH:30]=[C:31](/[CH:34]=[CH:35]/[C:36]([O:38][CH3:39])=[O:37])[CH:32]=[CH:33][C:28]=1[CH:26]1[C:18]2[NH:19][C:20]3[C:25]([C:17]=2[CH2:16][C:15]([CH3:41])([CH3:14])[N:27]1[CH2:7][C@H:8]([CH3:11])[CH2:9][F:10])=[CH:24][CH:23]=[CH:22][CH:21]=3. The yield is 0.590. (6) The reactants are [CH2:1]([C:3]1[N:4]([C:28]2[CH:33]=[CH:32][C:31]([OH:34])=[CH:30][CH:29]=2)[C:5](=[O:27])[C:6]([CH2:12][C:13]2[CH:18]=[CH:17][C:16]([C:19]3[C:20]([C:25]#[N:26])=[CH:21][CH:22]=[CH:23][CH:24]=3)=[CH:15][CH:14]=2)=[C:7]([CH2:9][CH2:10][CH3:11])[N:8]=1)[CH3:2].Br[C:36](C)([CH3:42])[C:37](OCC)=O.[C:44](=O)([O-])[O-].[Cs+].[Cs+].CN(C)C=O.C([O:58][CH2:59][CH3:60])(=O)C. No catalyst specified. The product is [CH2:1]([C:3]1[N:4]([C:28]2[CH:33]=[CH:32][C:31]([O:34][C:36]([CH3:42])([CH3:37])[C:59]([OH:58])([CH3:60])[CH3:44])=[CH:30][CH:29]=2)[C:5](=[O:27])[C:6]([CH2:12][C:13]2[CH:18]=[CH:17][C:16]([C:19]3[C:20]([C:25]#[N:26])=[CH:21][CH:22]=[CH:23][CH:24]=3)=[CH:15][CH:14]=2)=[C:7]([CH2:9][CH2:10][CH3:11])[N:8]=1)[CH3:2]. The yield is 0.300. (7) The reactants are [Br:1][C:2]1[CH:8]=[CH:7][C:5]([NH2:6])=[C:4]([C:9]2[NH:10][C:11]3[C:16]([CH:17]=2)=[CH:15][CH:14]=[CH:13][CH:12]=3)[CH:3]=1.[CH:18](O)=O. No catalyst specified. The product is [Br:1][C:2]1[CH:3]=[C:4]2[C:5](=[CH:7][CH:8]=1)[N:6]=[CH:18][N:10]1[C:11]3[CH:12]=[CH:13][CH:14]=[CH:15][C:16]=3[CH:17]=[C:9]21. The yield is 0.470.